This data is from Reaction yield outcomes from USPTO patents with 853,638 reactions. The task is: Predict the reaction yield, written as a fraction of the theoretical maximum amount of product (1.0 means a 100% yield; for example, 0.34 means a 34% yield). (1) The reactants are [N:1]1[C:10]2[C:5](=[CH:6][N:7]=[CH:8][CH:9]=2)[CH:4]=[CH:3][C:2]=1[C:11]([OH:13])=O.O.ON1C2C=CC=CC=2N=N1.[C:25]1([CH:31]([NH2:33])[CH3:32])[CH:30]=[CH:29][CH:28]=[CH:27][CH:26]=1. The catalyst is CN(C=O)C. The product is [C:25]1([CH:31]([NH:33][C:11]([C:2]2[CH:3]=[CH:4][C:5]3[C:10](=[CH:9][CH:8]=[N:7][CH:6]=3)[N:1]=2)=[O:13])[CH3:32])[CH:30]=[CH:29][CH:28]=[CH:27][CH:26]=1. The yield is 0.990. (2) The reactants are [Cl:1][C:2]1[CH:3]=[CH:4][C:5]([CH3:9])=[C:6]([CH:8]=1)[NH2:7].Br.Br[CH:12]([C:14]1[CH:15]=[C:16]([C:31]([N:33]([CH3:35])[CH3:34])=[O:32])[CH:17]=[C:18]2[C:23]=1[O:22][C:21]([N:24]1[CH2:29][CH2:28][O:27][CH2:26][CH2:25]1)=[CH:20][C:19]2=[O:30])[CH3:13]. No catalyst specified. The product is [Cl:1][C:2]1[CH:3]=[CH:4][C:5]([CH3:9])=[C:6]([NH:7][CH:12]([C:14]2[CH:15]=[C:16]([C:31]([N:33]([CH3:35])[CH3:34])=[O:32])[CH:17]=[C:18]3[C:23]=2[O:22][C:21]([N:24]2[CH2:29][CH2:28][O:27][CH2:26][CH2:25]2)=[CH:20][C:19]3=[O:30])[CH3:13])[CH:8]=1. The yield is 0.580. (3) The reactants are [Cl:1][C:2]1[C:3]([C:11]([O:13]CC)=[O:12])=[CH:4][N:5]([CH3:10])[C:6](=[O:9])[C:7]=1[CH3:8].CO.[Li+].[OH-].Cl. The catalyst is C1COCC1. The product is [Cl:1][C:2]1[C:3]([C:11]([OH:13])=[O:12])=[CH:4][N:5]([CH3:10])[C:6](=[O:9])[C:7]=1[CH3:8]. The yield is 1.00.